From a dataset of Reaction yield outcomes from USPTO patents with 853,638 reactions. Predict the reaction yield, written as a fraction of the theoretical maximum amount of product (1.0 means a 100% yield; for example, 0.34 means a 34% yield). (1) The reactants are [OH:1][C:2]1[CH:28]=[CH:27][C:5]([O:6][C:7]2[CH:8]=[C:9]([CH:24]=[CH:25][CH:26]=2)[CH:10]=[C:11]2[CH2:16][CH2:15][N:14]([C:17]([O:19][C:20]([CH3:23])([CH3:22])[CH3:21])=[O:18])[CH2:13][CH2:12]2)=[CH:4][CH:3]=1.C(=O)([O-])[O-].[K+].[K+].I[CH2:36][C:37]([F:40])([F:39])[F:38]. The catalyst is CN(C)C=O. The product is [F:38][C:37]([F:40])([F:39])[CH2:36][O:1][C:2]1[CH:3]=[CH:4][C:5]([O:6][C:7]2[CH:8]=[C:9]([CH:24]=[CH:25][CH:26]=2)[CH:10]=[C:11]2[CH2:16][CH2:15][N:14]([C:17]([O:19][C:20]([CH3:21])([CH3:22])[CH3:23])=[O:18])[CH2:13][CH2:12]2)=[CH:27][CH:28]=1. The yield is 0.270. (2) The reactants are [Cl-].O[NH3+:3].[C:4](=[O:7])([O-])[OH:5].[Na+].CS(C)=O.[Si]([O:20][C:21]1([CH2:24][O:25][C@H:26]2[CH2:31][CH2:30][C@H:29]([N:32]3[C:37](=[O:38])[C:36]([CH2:39][C:40]4[CH:45]=[CH:44][C:43]([C:46]5[C:47]([C:52]#[N:53])=[CH:48][CH:49]=[CH:50][CH:51]=5)=[CH:42][CH:41]=4)=[C:35]([CH2:54][CH2:55][CH3:56])[N:34]4[N:57]=[CH:58][N:59]=[C:33]34)[CH2:28][CH2:27]2)[CH2:23][CH2:22]1)(C(C)(C)C)(C)C. The catalyst is O.C(OCC)(=O)C. The product is [OH:20][C:21]1([CH2:24][O:25][C@H:26]2[CH2:27][CH2:28][C@H:29]([N:32]3[C:37](=[O:38])[C:36]([CH2:39][C:40]4[CH:41]=[CH:42][C:43]([C:46]5[CH:51]=[CH:50][CH:49]=[CH:48][C:47]=5[C:52]5[NH:53][C:4](=[O:7])[O:5][N:3]=5)=[CH:44][CH:45]=4)=[C:35]([CH2:54][CH2:55][CH3:56])[N:34]4[N:57]=[CH:58][N:59]=[C:33]34)[CH2:30][CH2:31]2)[CH2:22][CH2:23]1. The yield is 0.340. (3) The reactants are [CH2:1]([O:3][C:4]([C:6]1[C:7](O)=[N:8][C:9]([S:12][CH3:13])=[N:10][CH:11]=1)=[O:5])[CH3:2].O=P(Cl)(Cl)[Cl:17].CCN(C1C=CC=CC=1)CC. No catalyst specified. The product is [CH2:1]([O:3][C:4]([C:6]1[C:7]([Cl:17])=[N:8][C:9]([S:12][CH3:13])=[N:10][CH:11]=1)=[O:5])[CH3:2]. The yield is 0.770.